Dataset: Full USPTO retrosynthesis dataset with 1.9M reactions from patents (1976-2016). Task: Predict the reactants needed to synthesize the given product. (1) Given the product [F:1][C:2]1[CH:3]=[C:4](/[CH:9]=[CH:10]/[CH:11]=[O:12])[CH:5]=[C:6]([F:8])[CH:7]=1, predict the reactants needed to synthesize it. The reactants are: [F:1][C:2]1[CH:3]=[C:4](/[CH:9]=[CH:10]/[CH2:11][OH:12])[CH:5]=[C:6]([F:8])[CH:7]=1. (2) Given the product [CH3:1][N:2]1[CH2:7][CH2:6][N:5]([CH2:8][C:9]2[CH:10]=[CH:11][C:12]3[N:34]=[CH:37][N:15]([C:16]4[S:17][C:18]([C:31]([NH2:33])=[O:32])=[C:19]([C:21]5[CH:26]=[CH:25][CH:24]=[CH:23][C:22]=5[C:27]([F:30])([F:29])[F:28])[N:20]=4)[C:13]=3[CH:14]=2)[CH2:4][CH2:3]1, predict the reactants needed to synthesize it. The reactants are: [CH3:1][N:2]1[CH2:7][CH2:6][N:5]([CH2:8][C:9]2[CH:10]=[CH:11][C:12]([N+:34]([O-])=O)=[C:13]([NH:15][C:16]3[S:17][C:18]([C:31]([NH2:33])=[O:32])=[C:19]([C:21]4[CH:26]=[CH:25][CH:24]=[CH:23][C:22]=4[C:27]([F:30])([F:29])[F:28])[N:20]=3)[CH:14]=2)[CH2:4][CH2:3]1.[CH:37](O)=O.